Dataset: Forward reaction prediction with 1.9M reactions from USPTO patents (1976-2016). Task: Predict the product of the given reaction. (1) Given the reactants [C:1]([N:9]=[C:10]=[S:11])(=[O:8])[C:2]1[CH:7]=[CH:6][CH:5]=[CH:4][CH:3]=1.[NH2:12][C@@:13]1([C:25]2[CH:30]=[CH:29][C:28]([F:31])=[CH:27][C:26]=2[F:32])[CH2:18][O:17][C@@H:16]([C:19]2([CH3:22])[CH2:21][CH2:20]2)[CH2:15][C@H:14]1[CH2:23][OH:24], predict the reaction product. The product is: [F:32][C:26]1[CH:27]=[C:28]([F:31])[CH:29]=[CH:30][C:25]=1[C@@:13]1([NH:12][C:10]([NH:9][C:1](=[O:8])[C:2]2[CH:7]=[CH:6][CH:5]=[CH:4][CH:3]=2)=[S:11])[C@H:14]([CH2:23][OH:24])[CH2:15][C@H:16]([C:19]2([CH3:22])[CH2:21][CH2:20]2)[O:17][CH2:18]1. (2) The product is: [F:19][C:15]1[CH:14]=[C:13]([NH:12][C:11]2[C:7]3[CH2:6][C:5]4[C:20](=[CH:21][C:22]([O:23][CH3:24])=[C:3]([O:2][CH3:1])[CH:4]=4)[C:8]=3[N:9]([C:33](=[O:32])[CH2:34][OH:35])[N:10]=2)[CH:18]=[CH:17][CH:16]=1. Given the reactants [CH3:1][O:2][C:3]1[CH:4]=[C:5]2[C:20](=[CH:21][C:22]=1[O:23][CH3:24])[C:8]1[NH:9][N:10]=[C:11]([NH:12][C:13]3[CH:18]=[CH:17][CH:16]=[C:15]([F:19])[CH:14]=3)[C:7]=1[CH2:6]2.C([O:32][CH2:33][C:34](Cl)=[O:35])C1C=CC=CC=1.C(N(C(C)C)CC)(C)C, predict the reaction product. (3) The product is: [C:14]([OH:17])(=[O:16])[CH3:15].[C:18]([OH:21])(=[O:20])[CH3:19].[CH3:49][C:46]1[C:47]([OH:48])=[C:42]([CH2:22][CH2:23][C:24]([CH3:25])([NH:8][C:1](=[O:10])[C:2]2[CH:7]=[CH:6][CH:5]=[CH:4][CH:3]=2)[CH2:26][CH2:27][CH2:28][CH:29]([CH3:30])[CH2:31][CH2:32][CH2:33][CH:34]([CH3:35])[CH2:36][CH2:37][CH2:38][CH:39]([CH3:40])[CH3:41])[C:43]([CH3:52])=[C:44]([OH:51])[C:45]=1[CH3:50]. Given the reactants [C:1](#[N:8])[C:2]1[CH:7]=[CH:6][CH:5]=[CH:4][CH:3]=1.S(=O)(=O)(O)[OH:10].[C:14]([OH:17])(=[O:16])[CH3:15].[C:18]([OH:21])(=[O:20])[CH3:19].[CH2:22]([C:42]1[C:47]([OH:48])=[C:46]([CH3:49])[C:45]([CH3:50])=[C:44]([OH:51])[C:43]=1[CH3:52])/[CH:23]=[C:24](/[CH2:26][CH2:27][CH2:28][C@@H:29]([CH2:31][CH2:32][CH2:33][C@@H:34]([CH2:36][CH2:37][CH2:38][CH:39]([CH3:41])[CH3:40])[CH3:35])[CH3:30])\[CH3:25], predict the reaction product. (4) Given the reactants [CH3:1][C:2]1[CH:6]=[CH:5][S:4][C:3]=1[C:7]([OH:9])=[O:8].[O-:10][Mn](=O)(=O)=O.[K+].[OH-:16].[Na+], predict the reaction product. The product is: [S:4]1[CH:5]=[CH:6][C:2]([C:1]([OH:10])=[O:16])=[C:3]1[C:7]([OH:9])=[O:8]. (5) Given the reactants [O:1]=[C:2]1[CH2:7][CH2:6][N:5]([C:8]2[CH:13]=[CH:12][C:11]([N+:14]([O-:16])=[O:15])=[CH:10][C:9]=2[F:17])[CH2:4][CH2:3]1.C(N(CC)CC)C.[CH3:25][Si:26](Cl)([CH3:28])[CH3:27], predict the reaction product. The product is: [CH3:25][Si:26]([CH3:28])([CH3:27])[O:1][CH:2]1[CH2:3][CH2:4][N:5]([C:8]2[CH:13]=[CH:12][C:11]([N+:14]([O-:16])=[O:15])=[CH:10][C:9]=2[F:17])[CH2:6][CH2:7]1. (6) Given the reactants [NH2:1][CH:2]1[CH2:7][CH2:6][N:5](CC2C=CC=CC=2)[CH2:4][C:3]1([CH3:16])[CH3:15], predict the reaction product. The product is: [NH2:1][CH:2]1[CH2:7][CH2:6][NH:5][CH2:4][C:3]1([CH3:16])[CH3:15]. (7) Given the reactants [CH3:1][O:2][C:3](=[O:16])[C:4](=O)[CH:5]([C:7]1[CH:12]=[CH:11][C:10]([F:13])=[C:9]([Br:14])[CH:8]=1)Cl.[C:17]([NH2:20])(=[S:19])[CH3:18], predict the reaction product. The product is: [CH3:1][O:2][C:3]([C:4]1[N:20]=[C:17]([CH3:18])[S:19][C:5]=1[C:7]1[CH:12]=[CH:11][C:10]([F:13])=[C:9]([Br:14])[CH:8]=1)=[O:16].